From a dataset of Catalyst prediction with 721,799 reactions and 888 catalyst types from USPTO. Predict which catalyst facilitates the given reaction. Reactant: C1(S(CC[N:12]2[C:24]3[CH:23]=[CH:22][C:21]([N+:25]([O-:27])=[O:26])=[CH:20][C:19]=3[C:18]3[C:13]2=[CH:14][CH:15]=[CH:16][CH:17]=3)(=O)=O)C=CC=CC=1.[K].CC(C)([O-])C.C(OCC)(=O)C.Cl. Product: [N+:25]([C:21]1[CH:22]=[CH:23][C:24]2[NH:12][C:13]3[C:18]([C:19]=2[CH:20]=1)=[CH:17][CH:16]=[CH:15][CH:14]=3)([O-:27])=[O:26]. The catalyst class is: 7.